From a dataset of Reaction yield outcomes from USPTO patents with 853,638 reactions. Predict the reaction yield, written as a fraction of the theoretical maximum amount of product (1.0 means a 100% yield; for example, 0.34 means a 34% yield). The reactants are [Cl:1][C:2]1[CH:3]=[C:4](B(O)O)[C:5]([F:8])=[N:6][CH:7]=1.Cl[C:13]1[N:18]=[C:17]([CH3:19])[N:16]=[C:15]([N:20]([CH2:30][C:31]2[CH:36]=[CH:35][C:34]([O:37][CH3:38])=[CH:33][CH:32]=2)[CH2:21][C:22]2[CH:27]=[CH:26][C:25]([O:28][CH3:29])=[CH:24][CH:23]=2)[N:14]=1.CC(N)CC1C=CC=CC=1.OP(O)(O)=O.C([O-])(=O)C.[K+]. The catalyst is CCO.O. The product is [Cl:1][C:2]1[CH:3]=[C:4]([C:13]2[N:18]=[C:17]([CH3:19])[N:16]=[C:15]([N:20]([CH2:21][C:22]3[CH:23]=[CH:24][C:25]([O:28][CH3:29])=[CH:26][CH:27]=3)[CH2:30][C:31]3[CH:32]=[CH:33][C:34]([O:37][CH3:38])=[CH:35][CH:36]=3)[N:14]=2)[C:5]([F:8])=[N:6][CH:7]=1. The yield is 0.770.